From a dataset of Peptide-MHC class I binding affinity with 185,985 pairs from IEDB/IMGT. Regression. Given a peptide amino acid sequence and an MHC pseudo amino acid sequence, predict their binding affinity value. This is MHC class I binding data. (1) The peptide sequence is SEHTGKEIV. The MHC is HLA-B18:01 with pseudo-sequence HLA-B18:01. The binding affinity (normalized) is 0.257. (2) The peptide sequence is LVRDITESL. The MHC is BoLA-HD6 with pseudo-sequence BoLA-HD6. The binding affinity (normalized) is 0.513.